This data is from Catalyst prediction with 721,799 reactions and 888 catalyst types from USPTO. The task is: Predict which catalyst facilitates the given reaction. (1) Reactant: [I:1][C:2]1[CH:3]=[C:4]2[C:9](=[CH:10][CH:11]=1)[O:8][C@@H:7]([C:12](O)=[O:13])[CH2:6][CH2:5]2.B.C1COCC1.O.C([O-])(O)=O.[Na+]. Product: [I:1][C:2]1[CH:3]=[C:4]2[C:9](=[CH:10][CH:11]=1)[O:8][C@@H:7]([CH2:12][OH:13])[CH2:6][CH2:5]2. The catalyst class is: 1. (2) Reactant: [CH:1]1[CH:2]=[C:3]([CH2:6][NH:7][C:8]2[C:13]([C:14]([OH:16])=[O:15])=[CH:12][C:11]([S:17]([NH2:20])(=[O:19])=[O:18])=[C:10]([Cl:21])[CH:9]=2)[O:4][CH:5]=1.[CH2:22](Cl)[CH2:23][CH2:24][CH2:25][CH2:26][CH2:27][CH2:28][CH2:29][CH2:30][CH3:31].[I-].[Na+].C(N(CC)CC)C. Product: [NH2:20][S:17]([C:11]1[C:10]([Cl:21])=[CH:9][C:8]([NH:7][CH2:6][C:3]2[O:4][CH:5]=[CH:1][CH:2]=2)=[C:13]([CH:12]=1)[C:14]([O:16][CH2:22][CH2:23][CH2:24][CH2:25][CH2:26][CH2:27][CH2:28][CH2:29][CH2:30][CH3:31])=[O:15])(=[O:19])=[O:18]. The catalyst class is: 9. (3) Reactant: [CH2:1]([C:3]1[CH:4]=[C:5]([C:11](=O)[CH3:12])[CH:6]=[CH:7][C:8]=1[CH2:9][OH:10])[CH3:2].[CH:14]1([C:20]2[CH:28]=[CH:27][C:23]([CH2:24][O:25][NH2:26])=[CH:22][C:21]=2[C:29]([F:32])([F:31])[F:30])[CH2:19][CH2:18][CH2:17][CH2:16][CH2:15]1.C(O)(=O)C. Product: [CH:14]1([C:20]2[CH:28]=[CH:27][C:23]([CH2:24][O:25][N:26]=[C:11]([C:5]3[CH:6]=[CH:7][C:8]([CH2:9][OH:10])=[C:3]([CH2:1][CH3:2])[CH:4]=3)[CH3:12])=[CH:22][C:21]=2[C:29]([F:30])([F:31])[F:32])[CH2:15][CH2:16][CH2:17][CH2:18][CH2:19]1. The catalyst class is: 5. (4) Reactant: [CH:1]1(/[CH:4]=[CH:5]/[C:6]([O:8][CH2:9][CH3:10])=[O:7])[CH2:3][CH2:2]1.C(O)(C(F)(F)F)=O.[CH2:18]([N:25]([CH2:31]O)[CH2:26][Si](C)(C)C)[C:19]1[CH:24]=[CH:23][CH:22]=[CH:21][CH:20]=1. Product: [CH2:18]([N:25]1[CH2:31][C@@H:4]([CH:1]2[CH2:3][CH2:2]2)[C@H:5]([C:6]([O:8][CH2:9][CH3:10])=[O:7])[CH2:26]1)[C:19]1[CH:24]=[CH:23][CH:22]=[CH:21][CH:20]=1. The catalyst class is: 2. (5) The catalyst class is: 3. Reactant: [C:1]([O:5][C:6]([N:8]1[CH2:13][CH2:12][C:11]2[N:14]([CH3:20])[C:15]([C:17]([OH:19])=O)=[CH:16][C:10]=2[CH2:9]1)=[O:7])([CH3:4])([CH3:3])[CH3:2].C1CCC(N=C=NC2CCCCC2)CC1.C1C=CC2N(O)N=NC=2C=1.[C:46]([NH:53][C:54]1[CH:59]=[CH:58][CH:57]=[CH:56][C:55]=1[NH2:60])([O:48][C:49]([CH3:52])([CH3:51])[CH3:50])=[O:47]. Product: [C:1]([O:5][C:6]([N:8]1[CH2:13][CH2:12][C:11]2[N:14]([CH3:20])[C:15]([C:17](=[O:19])[NH:60][C:55]3[CH:56]=[CH:57][CH:58]=[CH:59][C:54]=3[NH:53][C:46]([O:48][C:49]([CH3:52])([CH3:51])[CH3:50])=[O:47])=[CH:16][C:10]=2[CH2:9]1)=[O:7])([CH3:2])([CH3:3])[CH3:4]. (6) Reactant: Cl[C:2](=[N:10][N:11]=[C:12](Cl)[C:13]1[CH:18]=[CH:17][CH:16]=[CH:15][CH:14]=1)[C:3]1[CH:8]=[CH:7][CH:6]=[CH:5][C:4]=1[CH3:9].[CH3:20][C:21]1[CH:27]=[CH:26][CH:25]=[C:24]([CH3:28])[C:22]=1[NH2:23].CN(C)C1C=CC=CC=1.Cl. Product: [CH3:9][C:4]1[CH:5]=[CH:6][CH:7]=[CH:8][C:3]=1[C:2]1[N:23]([C:22]2[C:24]([CH3:28])=[CH:25][CH:26]=[CH:27][C:21]=2[CH3:20])[C:12]([C:13]2[CH:18]=[CH:17][CH:16]=[CH:15][CH:14]=2)=[N:11][N:10]=1. The catalyst class is: 4.